Dataset: Full USPTO retrosynthesis dataset with 1.9M reactions from patents (1976-2016). Task: Predict the reactants needed to synthesize the given product. Given the product [CH:1]1[C:14]2[N:13]([CH2:15][CH2:16][O:17][C:18]3[CH:19]=[CH:20][C:21]([CH2:24][CH:25]([O:30][CH2:31][CH3:32])[C:26]([OH:28])=[O:27])=[CH:22][CH:23]=3)[C:12]3[C:7](=[CH:8][CH:9]=[CH:10][CH:11]=3)[S:6][C:5]=2[CH:4]=[CH:3][CH:2]=1, predict the reactants needed to synthesize it. The reactants are: [CH:1]1[C:14]2[N:13]([CH2:15][CH2:16][O:17][C:18]3[CH:23]=[CH:22][C:21]([CH2:24][CH:25]([O:30][CH2:31][CH3:32])[C:26]([O:28]C)=[O:27])=[CH:20][CH:19]=3)[C:12]3[C:7](=[CH:8][CH:9]=[CH:10][CH:11]=3)[S:6][C:5]=2[CH:4]=[CH:3][CH:2]=1.[OH-].[Na+].